Dataset: Forward reaction prediction with 1.9M reactions from USPTO patents (1976-2016). Task: Predict the product of the given reaction. (1) Given the reactants [CH2:1]([C:9]1[N:10]([CH2:22][CH2:23][O:24][CH2:25][C:26]#[CH:27])[C:11]2[C:20]3[CH:19]=[CH:18][CH:17]=[CH:16][C:15]=3[N:14]=[CH:13][C:12]=2[N:21]=1)[CH2:2][CH2:3][CH2:4][CH2:5][CH2:6][CH2:7][CH3:8].I[C:29]1[CH:34]=[CH:33][CH:32]=[CH:31][CH:30]=1, predict the reaction product. The product is: [CH2:1]([C:9]1[N:10]([CH2:22][CH2:23][O:24][CH2:25][C:26]#[C:27][C:29]2[CH:34]=[CH:33][CH:32]=[CH:31][CH:30]=2)[C:11]2[C:20]3[CH:19]=[CH:18][CH:17]=[CH:16][C:15]=3[N:14]=[CH:13][C:12]=2[N:21]=1)[CH2:2][CH2:3][CH2:4][CH2:5][CH2:6][CH2:7][CH3:8]. (2) Given the reactants I[C:2]1[N:3]=[CH:4][N:5](C(C2C=CC=CC=2)(C2C=CC=CC=2)C2C=CC=CC=2)[CH:6]=1.C([Mg]Br)C.Br[C:31]1[N:32]=[CH:33][CH:34]=[N:35][CH:36]=1, predict the reaction product. The product is: [NH:5]1[CH:6]=[C:2]([C:31]2[CH:36]=[N:35][CH:34]=[CH:33][N:32]=2)[N:3]=[CH:4]1. (3) Given the reactants [NH2:1][C:2]1[CH:20]=[CH:19][C:5]([C:6]([NH:8][C:9]2[C:18]3[C:13](=[CH:14][CH:15]=[CH:16][CH:17]=3)[CH:12]=[CH:11][N:10]=2)=[O:7])=[CH:4][C:3]=1[N+:21]([O-])=O, predict the reaction product. The product is: [NH2:21][C:3]1[CH:4]=[C:5]([CH:19]=[CH:20][C:2]=1[NH2:1])[C:6]([NH:8][C:9]1[C:18]2[C:13](=[CH:14][CH:15]=[CH:16][CH:17]=2)[CH:12]=[CH:11][N:10]=1)=[O:7]. (4) Given the reactants [CH2:1]([C:3]1[CH:8]=[C:7]([O:9]COCC[Si](C)(C)C)[C:6]([F:18])=[CH:5][C:4]=1[C:19]1[N:24]=[C:23]([NH:25][CH2:26][C:27]2[CH:32]=[CH:31][CH:30]=[CH:29][C:28]=2[N:33]([CH3:38])[S:34]([CH3:37])(=[O:36])=[O:35])[C:22]2[C:39](I)=[N:40][N:41](COCC[Si](C)(C)C)[C:21]=2[CH:20]=1)[CH3:2].Br[C:52]1[N:53](COCC[Si](C)(C)C)[C:54]([CH3:58])=[C:55]([CH3:57])[N:56]=1, predict the reaction product. The product is: [CH3:58][C:54]1[N:53]=[C:52]([C:39]2[C:22]3[C:23]([NH:25][CH2:26][C:27]4[CH:32]=[CH:31][CH:30]=[CH:29][C:28]=4[N:33]([CH3:38])[S:34]([CH3:37])(=[O:35])=[O:36])=[N:24][C:19]([C:4]4[CH:5]=[C:6]([F:18])[C:7]([OH:9])=[CH:8][C:3]=4[CH2:1][CH3:2])=[CH:20][C:21]=3[NH:41][N:40]=2)[NH:56][C:55]=1[CH3:57]. (5) Given the reactants [H-].[Na+].[F:3][C:4]1[CH:13]=[CH:12][C:7]([C:8](=[NH:11])[NH:9][OH:10])=[CH:6][CH:5]=1.[OH:14][C:15]([C:22]1[CH:27]=[CH:26][N:25]=[CH:24][CH:23]=1)([CH3:21])[C:16](OCC)=O.CCOC(C)=O.CCCCCC, predict the reaction product. The product is: [F:3][C:4]1[CH:13]=[CH:12][C:7]([C:8]2[N:11]=[C:16]([C:15]([C:22]3[CH:27]=[CH:26][N:25]=[CH:24][CH:23]=3)([OH:14])[CH3:21])[O:10][N:9]=2)=[CH:6][CH:5]=1. (6) The product is: [F:1][C:2]1[CH:3]=[CH:4][C:5]([N:8]([C:11]([N:12]2[C@H:16]([CH3:18])[CH2:17][CH2:20][CH2:14][C@@H:13]2[CH3:15])=[O:19])[NH2:9])=[N:6][CH:7]=1. Given the reactants [F:1][C:2]1[CH:3]=[CH:4][C:5]([NH:8][NH2:9])=[N:6][CH:7]=1.C[CH2:11][N:12]([CH:16]([CH3:18])[CH3:17])[CH:13]([CH3:15])[CH3:14].[OH2:19].[CH2:20](Cl)Cl, predict the reaction product. (7) Given the reactants C(O)C.[OH-].[Na+].[F:6][C:7]1[CH:12]=[CH:11][C:10]([C@@H:13]([NH:15][C:16]2[N:21]=[C:20]([N:22]3[CH:26]=[C:25]([C:27]([O:29]CC)=[O:28])[CH:24]=[N:23]3)[CH:19]=[C:18]([NH:32][C:33]3[CH:38]=[N:37][CH:36]=[CH:35][N:34]=3)[N:17]=2)[CH3:14])=[CH:9][CH:8]=1, predict the reaction product. The product is: [F:6][C:7]1[CH:12]=[CH:11][C:10]([C@@H:13]([NH:15][C:16]2[N:21]=[C:20]([N:22]3[CH:26]=[C:25]([C:27]([OH:29])=[O:28])[CH:24]=[N:23]3)[CH:19]=[C:18]([NH:32][C:33]3[CH:38]=[N:37][CH:36]=[CH:35][N:34]=3)[N:17]=2)[CH3:14])=[CH:9][CH:8]=1. (8) Given the reactants [C:1](Cl)([C:14]1[CH:19]=[CH:18][CH:17]=[CH:16][CH:15]=1)([C:8]1[CH:13]=[CH:12][CH:11]=[CH:10][CH:9]=1)[C:2]1[CH:7]=[CH:6][CH:5]=[CH:4][CH:3]=1.[Br:21][C:22]1[CH:23]=[N:24][NH:25][CH:26]=1.CC(C)([O-])C.[K+], predict the reaction product. The product is: [Br:21][C:22]1[CH:23]=[N:24][N:25]([C:1]([C:14]2[CH:19]=[CH:18][CH:17]=[CH:16][CH:15]=2)([C:8]2[CH:13]=[CH:12][CH:11]=[CH:10][CH:9]=2)[C:2]2[CH:7]=[CH:6][CH:5]=[CH:4][CH:3]=2)[CH:26]=1. (9) Given the reactants [OH:1][CH2:2][CH2:3][CH2:4][C:5]1[C:6]([CH:18]([CH3:20])[CH3:19])=[N:7][N:8]([C:10]2[N:15]=[CH:14][C:13]([C:16]#[N:17])=[CH:12][N:11]=2)[CH:9]=1.O[C:22]1[C:27]([O:28][CH3:29])=[CH:26][CH:25]=[CH:24][C:23]=1[CH2:30][C:31]([O:33]C)=[O:32].C(P(CCCC)CCCC)CCC.N(C(N1CCCCC1)=O)=NC(N1CCCCC1)=O, predict the reaction product. The product is: [C:16]([C:13]1[CH:12]=[N:11][C:10]([N:8]2[CH:9]=[C:5]([CH2:4][CH2:3][CH2:2][O:1][C:22]3[C:27]([O:28][CH3:29])=[CH:26][CH:25]=[CH:24][C:23]=3[CH2:30][C:31]([OH:33])=[O:32])[C:6]([CH:18]([CH3:20])[CH3:19])=[N:7]2)=[N:15][CH:14]=1)#[N:17]. (10) Given the reactants [H-].[Al+3].[Li+].[H-].[H-].[H-].[CH3:7][C:8]1[CH:17]=[CH:16][C:11]([C:12](OC)=[O:13])=[CH:10][C:9]=1[C@H:18]1[C@H:23]([O:24][CH2:25][C:26]2[CH:31]=[CH:30][CH:29]=[CH:28][CH:27]=2)[C@@H:22]([O:32][CH2:33][C:34]2[CH:39]=[CH:38][CH:37]=[CH:36][CH:35]=2)[C@H:21]([O:40][CH2:41][C:42]2[CH:47]=[CH:46][CH:45]=[CH:44][CH:43]=2)[C@@H:20]([CH2:48][O:49][CH2:50][C:51]2[CH:56]=[CH:55][CH:54]=[CH:53][CH:52]=2)[O:19]1.O, predict the reaction product. The product is: [CH2:25]([O:24][C@@H:23]1[C@@H:22]([O:32][CH2:33][C:34]2[CH:35]=[CH:36][CH:37]=[CH:38][CH:39]=2)[C@H:21]([O:40][CH2:41][C:42]2[CH:47]=[CH:46][CH:45]=[CH:44][CH:43]=2)[C@@H:20]([CH2:48][O:49][CH2:50][C:51]2[CH:56]=[CH:55][CH:54]=[CH:53][CH:52]=2)[O:19][C@H:18]1[C:9]1[CH:10]=[C:11]([CH2:12][OH:13])[CH:16]=[CH:17][C:8]=1[CH3:7])[C:26]1[CH:31]=[CH:30][CH:29]=[CH:28][CH:27]=1.